The task is: Binary Classification. Given a drug SMILES string, predict its activity (active/inactive) in a high-throughput screening assay against a specified biological target.. This data is from Tyrosyl-DNA phosphodiesterase HTS with 341,365 compounds. (1) The result is 0 (inactive). The drug is Clc1cc(NC(=O)CNc2c(NCC)ccc(S(=O)(=O)N(C)C)c2)ccc1F. (2) The drug is S(=O)(=O)(N1CCN(CC1)C(=O)c1occc1)c1cc(OCC)c(F)cc1. The result is 0 (inactive).